From a dataset of Reaction yield outcomes from USPTO patents with 853,638 reactions. Predict the reaction yield, written as a fraction of the theoretical maximum amount of product (1.0 means a 100% yield; for example, 0.34 means a 34% yield). (1) The reactants are [NH2:1][C:2]1[C:7]([C:8]([O:10][N:11]=[C:12]([NH2:15])[CH2:13]C)=O)=[C:6]([Cl:16])[N:5]=[CH:4][N:3]=1.[N+](CCCC)(CCCC)(CCCC)CCCC.[F-]. The catalyst is CS(C)=O.CCOC(C)=O. The product is [Cl:16][C:6]1[N:5]=[CH:4][N:3]=[C:2]([NH2:1])[C:7]=1[C:8]1[O:10][N:11]=[C:12]([CH3:13])[N:15]=1. The yield is 0.160. (2) The reactants are [C:1]([O:5][C:6]([N:8]1[CH2:13][CH2:12][CH:11]([C:14]([OH:16])=O)[CH2:10][CH2:9]1)=[O:7])([CH3:4])([CH3:3])[CH3:2].Cl.CN(C)CCCN=C=NCC.C(N(CC)CC)C.[Cl:36][C:37]1[CH:50]=[C:49]([Cl:51])[CH:48]=[CH:47][C:38]=1[O:39][C:40]1[CH:45]=[CH:44][CH:43]=[CH:42][C:41]=1[NH2:46]. The catalyst is C(Cl)Cl.CN(C)C1C=CN=CC=1. The product is [C:1]([O:5][C:6]([N:8]1[CH2:9][CH2:10][CH:11]([C:14](=[O:16])[NH:46][C:41]2[CH:42]=[CH:43][CH:44]=[CH:45][C:40]=2[O:39][C:38]2[CH:47]=[CH:48][C:49]([Cl:51])=[CH:50][C:37]=2[Cl:36])[CH2:12][CH2:13]1)=[O:7])([CH3:2])([CH3:3])[CH3:4]. The yield is 0.840.